Dataset: Catalyst prediction with 721,799 reactions and 888 catalyst types from USPTO. Task: Predict which catalyst facilitates the given reaction. (1) Reactant: [N:1]1[CH:6]=[CH:5][CH:4]=[C:3]([NH2:7])[C:2]=1[NH2:8].[C:9](=S)=[S:10]. Product: [NH:7]1[C:3]2[C:2](=[N:1][CH:6]=[CH:5][CH:4]=2)[N:8]=[C:9]1[SH:10]. The catalyst class is: 14. (2) Reactant: [F:1][C:2]1[CH:7]=[CH:6][CH:5]=[C:4]([F:8])[C:3]=1[C:9]1[N:14]=[C:13]([C:15]([OH:17])=O)[CH:12]=[CH:11][C:10]=1[F:18].ClC(N(C)C)=C(C)C.[C:27]([O:30][CH:31]1[CH:36]=[CH:35][O:34][C:33]([C:41]2[CH:46]=[CH:45][N:44]=[CH:43][C:42]=2[NH2:47])([C:37]([F:40])([F:39])[F:38])[CH2:32]1)(=[O:29])[CH3:28].N1C=CC=CC=1. Product: [C:27]([O:30][CH:31]1[CH:36]=[CH:35][O:34][C:33]([C:41]2[CH:46]=[CH:45][N:44]=[CH:43][C:42]=2[NH:47][C:15](=[O:17])[C:13]2[CH:12]=[CH:11][C:10]([F:18])=[C:9]([C:3]3[C:4]([F:8])=[CH:5][CH:6]=[CH:7][C:2]=3[F:1])[N:14]=2)([C:37]([F:39])([F:38])[F:40])[CH2:32]1)(=[O:29])[CH3:28]. The catalyst class is: 168. (3) Reactant: [F:1][C:2]1[CH:3]=[C:4]([NH:9][C:10]([NH:12][C@H:13]2[CH2:21][C@H:20]3[C@:16]([C:30]4[CH:35]=[CH:34][C:33]([O:36][CH3:37])=[C:32]([O:38][CH3:39])[CH:31]=4)([CH2:17][CH2:18][N:19]3[C:22]([NH:24]C(=O)OCC)=[S:23])[CH2:15][CH2:14]2)=[O:11])[CH:5]=[CH:6][C:7]=1[F:8].[OH-].[Na+]. Product: [F:1][C:2]1[CH:3]=[C:4]([NH:9][C:10]([NH:12][C@H:13]2[CH2:21][C@H:20]3[C@:16]([C:30]4[CH:35]=[CH:34][C:33]([O:36][CH3:37])=[C:32]([O:38][CH3:39])[CH:31]=4)([CH2:17][CH2:18][N:19]3[C:22](=[S:23])[NH2:24])[CH2:15][CH2:14]2)=[O:11])[CH:5]=[CH:6][C:7]=1[F:8]. The catalyst class is: 5. (4) The catalyst class is: 10. Product: [F:24][C:7]1[C:8]([N:12]2[C:13](=[O:22])[C:14]3[C:19](=[CH:18][CH:17]=[CH:16][CH:15]=3)[C:20]2=[O:21])=[N:9][N:10]([CH3:11])[C:6]=1[C:3]([CH3:5])([CH3:4])[CH2:2][OH:1]. Reactant: [OH:1][CH2:2][C:3]([C:6]1[N:10]([CH3:11])[N:9]=[C:8]([N:12]2[C:20](=[O:21])[C:19]3[C:14](=[CH:15][CH:16]=[CH:17][CH:18]=3)[C:13]2=[O:22])[CH:7]=1)([CH3:5])[CH3:4].[B-](F)(F)(F)[F:24].[B-](F)(F)(F)F.C1[N+]2(CCl)CC[N+](F)(CC2)C1.O. (5) Product: [ClH:1].[CH:25]1([N:21]2[CH2:22][CH2:23][CH2:24][N:18]([C:16]([CH:13]3[CH2:12][CH2:11][N:10]([C:7]4[CH:6]=[CH:5][C:4]([C:2]#[N:3])=[CH:9][N:8]=4)[CH2:15][CH2:14]3)=[O:17])[CH2:19][CH2:20]2)[CH2:28][CH2:27][CH2:26]1. Reactant: [ClH:1].[C:2]([C:4]1[CH:5]=[CH:6][C:7]([N:10]2[CH2:15][CH2:14][CH:13]([C:16]([N:18]3[CH2:24][CH2:23][CH2:22][NH:21][CH2:20][CH2:19]3)=[O:17])[CH2:12][CH2:11]2)=[N:8][CH:9]=1)#[N:3].[C:25]1(=O)[CH2:28][CH2:27][CH2:26]1.C(O[BH-](OC(=O)C)OC(=O)C)(=O)C.[Na+].Cl. The catalyst class is: 2.